From a dataset of Reaction yield outcomes from USPTO patents with 853,638 reactions. Predict the reaction yield, written as a fraction of the theoretical maximum amount of product (1.0 means a 100% yield; for example, 0.34 means a 34% yield). (1) The reactants are C(OC(=O)[NH:7][C:8]1[CH:9]=[N:10][C:11]2[C:16]([C:17]=1[Br:18])=[CH:15][C:14]([O:19][CH3:20])=[CH:13][CH:12]=2)(C)(C)C.FC(F)(F)C(O)=O. The catalyst is C(Cl)Cl. The product is [NH2:7][C:8]1[CH:9]=[N:10][C:11]2[C:16]([C:17]=1[Br:18])=[CH:15][C:14]([O:19][CH3:20])=[CH:13][CH:12]=2. The yield is 1.01. (2) The reactants are [CH2:1]([C:5]1[N:6]=[C:7]([NH:27][NH2:28])[NH:8][C:9](=[O:26])[C:10]=1[CH2:11][C:12]1[CH:17]=[CH:16][C:15]([C:18]2[C:19]([C:24]#[N:25])=[CH:20][CH:21]=[CH:22][CH:23]=2)=[CH:14][CH:13]=1)[CH2:2][CH2:3][CH3:4].[CH:29](OCC)(OCC)OCC. No catalyst specified. The product is [CH2:1]([C:5]1[N:6]2[CH:29]=[N:28][N:27]=[C:7]2[NH:8][C:9](=[O:26])[C:10]=1[CH2:11][C:12]1[CH:17]=[CH:16][C:15]([C:18]2[C:19]([C:24]#[N:25])=[CH:20][CH:21]=[CH:22][CH:23]=2)=[CH:14][CH:13]=1)[CH2:2][CH2:3][CH3:4]. The yield is 0.170. (3) The reactants are [C:1]1([C:7]2[N:12]=[CH:11][N:10]=[C:9]([NH2:13])[CH:8]=2)[CH:6]=[CH:5][CH:4]=[CH:3][CH:2]=1.[N+:14]([C:17]1[CH:22]=[CH:21][C:20]([S:23](Cl)(=[O:25])=[O:24])=[CH:19][CH:18]=1)([O-:16])=[O:15]. The catalyst is N1C=CC=CC=1. The product is [N+:14]([C:17]1[CH:18]=[CH:19][C:20]([S:23]([NH:13][C:9]2[CH:8]=[C:7]([C:1]3[CH:2]=[CH:3][CH:4]=[CH:5][CH:6]=3)[N:12]=[CH:11][N:10]=2)(=[O:25])=[O:24])=[CH:21][CH:22]=1)([O-:16])=[O:15]. The yield is 0.680.